This data is from Full USPTO retrosynthesis dataset with 1.9M reactions from patents (1976-2016). The task is: Predict the reactants needed to synthesize the given product. (1) Given the product [CH3:1][O:2][C:3]([C:5]1[CH:14]=[C:13]([O:15][CH2:16][C:17]([OH:19])=[O:18])[C:12]2[C:7](=[CH:8][C:9]([CH3:27])=[CH:10][CH:11]=2)[N:6]=1)=[O:4], predict the reactants needed to synthesize it. The reactants are: [CH3:1][O:2][C:3]([C:5]1[CH:14]=[C:13]([O:15][CH2:16][C:17]([O:19]CC2C=CC=CC=2)=[O:18])[C:12]2[C:7](=[CH:8][C:9]([CH3:27])=[CH:10][CH:11]=2)[N:6]=1)=[O:4]. (2) The reactants are: [CH3:1][NH:2][C:3]1[C:11]2[C:6](=[CH:7][CH:8]=[C:9]([C:12]([O:14]C)=[O:13])[CH:10]=2)[NH:5][N:4]=1.Cl. Given the product [CH3:1][NH:2][C:3]1[C:11]2[C:6](=[CH:7][CH:8]=[C:9]([C:12]([OH:14])=[O:13])[CH:10]=2)[NH:5][N:4]=1, predict the reactants needed to synthesize it. (3) Given the product [ClH:32].[Cl:32][C:25]1[CH:26]=[C:21]([C:19]23[CH2:28][CH:18]2[CH2:17][NH:13][CH2:20]3)[CH:22]=[CH:23][C:24]=1[Cl:33], predict the reactants needed to synthesize it. The reactants are: NCCC1C=CC(O)=C(O)C=1.C[N:13]1[C@H:17]2[C@@H:18]([C:28](OC)=O)[C@@H:19]([C:21]3[CH:26]=[CH:25][C:24](F)=[CH:23][CH:22]=3)[CH2:20][C@@H]1CC2.[ClH:32].[ClH:33].FC1C=CC(C(C2C=CC(F)=CC=2)OCCN2CCN(CCCC3C=CC=CC=3)CC2)=CC=1.C1N(CCCC2C=CC=CC=2)CCN(CCOC(C2C=CC(F)=CC=2)C2C=CC(F)=CC=2)C1. (4) Given the product [CH3:42][O:41][CH2:40][CH2:39][O:1][C:2]1[CH:3]=[CH:4][C:5]([S:8][C:9]2[N:14]=[C:13]([CH3:15])[C:12]([CH2:16][N:17]3[CH2:22][CH2:21][CH:20]([N:23]4[C@H:27]([C:28]5[CH:29]=[CH:30][CH:31]=[CH:32][CH:33]=5)[CH2:26][NH:25][C:24]4=[O:34])[CH2:19][CH2:18]3)=[CH:11][CH:10]=2)=[CH:6][CH:7]=1, predict the reactants needed to synthesize it. The reactants are: [OH:1][C:2]1[CH:7]=[CH:6][C:5]([S:8][C:9]2[N:14]=[C:13]([CH3:15])[C:12]([CH2:16][N:17]3[CH2:22][CH2:21][CH:20]([N:23]4[C@H:27]([C:28]5[CH:33]=[CH:32][CH:31]=[CH:30][CH:29]=5)[CH2:26][NH:25][C:24]4=[O:34])[CH2:19][CH2:18]3)=[CH:11][CH:10]=2)=[CH:4][CH:3]=1.[H-].[Na+].BrC[CH2:39][CH2:40][O:41][CH2:42]CCBr. (5) Given the product [Br:1][C:2]1[CH:3]=[C:4]2[C:5](=[C:7]([C:9]([F:10])([F:11])[F:12])[CH:8]=1)[NH:6][N:19]=[CH:13]2, predict the reactants needed to synthesize it. The reactants are: [Br:1][C:2]1[CH:8]=[C:7]([C:9]([F:12])([F:11])[F:10])[C:5]([NH2:6])=[C:4]([CH3:13])[CH:3]=1.C([O-])(=O)C.[K+].[N:19](OCCC(C)C)=O. (6) Given the product [C:1]([C:4]1[CH:5]=[C:6]([CH:11]=[C:12]([C:14](=[O:25])[NH:15][CH:16]([C:18]2[CH:19]=[CH:20][C:21]([F:24])=[CH:22][CH:23]=2)[CH3:17])[CH:13]=1)[C:7]([OH:9])=[O:8])(=[O:3])[CH3:2], predict the reactants needed to synthesize it. The reactants are: [C:1]([C:4]1[CH:5]=[C:6]([CH:11]=[C:12]([C:14](=[O:25])[NH:15][CH:16]([C:18]2[CH:23]=[CH:22][C:21]([F:24])=[CH:20][CH:19]=2)[CH3:17])[CH:13]=1)[C:7]([O:9]C)=[O:8])(=[O:3])[CH3:2].CO.O.[Li+].[OH-].